Dataset: Catalyst prediction with 721,799 reactions and 888 catalyst types from USPTO. Task: Predict which catalyst facilitates the given reaction. Product: [F:12][C:13]([F:20])([F:19])[C:14]([NH:1][CH2:2][CH2:3][OH:4])=[O:15]. The catalyst class is: 5. Reactant: [NH2:1][CH2:2][CH2:3][OH:4].C(N(CC)CC)C.[F:12][C:13]([F:20])([F:19])[C:14](OCC)=[O:15].